This data is from Forward reaction prediction with 1.9M reactions from USPTO patents (1976-2016). The task is: Predict the product of the given reaction. (1) Given the reactants Br[C:2]1[C:3]([N:22]2[CH2:27][CH2:26][CH2:25][C@H:24]([OH:28])[CH2:23]2)=[N:4][CH:5]=[C:6]([CH:21]=1)[C:7]([NH:9][C:10]1[CH:15]=[CH:14][C:13]([O:16][C:17]([F:20])([F:19])[F:18])=[CH:12][CH:11]=1)=[O:8].[N:29]1[CH:34]=[CH:33][CH:32]=[C:31](B(O)O)[CH:30]=1, predict the reaction product. The product is: [OH:28][C@H:24]1[CH2:25][CH2:26][CH2:27][N:22]([C:3]2[C:2]([C:31]3[CH:30]=[N:29][CH:34]=[CH:33][CH:32]=3)=[CH:21][C:6]([C:7]([NH:9][C:10]3[CH:15]=[CH:14][C:13]([O:16][C:17]([F:20])([F:19])[F:18])=[CH:12][CH:11]=3)=[O:8])=[CH:5][N:4]=2)[CH2:23]1. (2) The product is: [CH3:3][O:4][CH2:5][CH2:6][O:7][C:8]1[CH:9]=[CH:10][CH:11]=[C:12]2[C:16]=1[N:15]([CH3:19])[CH:14]=[CH:13]2. Given the reactants [H-].[Na+].[CH3:3][O:4][CH2:5][CH2:6][O:7][C:8]1[CH:9]=[CH:10][CH:11]=[C:12]2[C:16]=1[NH:15][CH:14]=[CH:13]2.[H][H].[CH3:19]I, predict the reaction product. (3) Given the reactants [F:1][C:2]1[CH:28]=[C:27]([F:29])[CH:26]=[CH:25][C:3]=1[O:4][C:5]1[CH:10]=[CH:9][C:8]([CH2:11][NH2:12])=[CH:7][C:6]=1[C:13]1[C:21]2[C:16](=[C:17]([O:22][CH3:23])[N:18]=[CH:19][CH:20]=2)[N:15]([CH3:24])[CH:14]=1.[CH3:30][O:31][C:32]1[CH:37]=[CH:36][CH:35]=[CH:34][C:33]=1[S:38](Cl)(=[O:40])=[O:39].C(N(CC)CC)C, predict the reaction product. The product is: [F:1][C:2]1[CH:28]=[C:27]([F:29])[CH:26]=[CH:25][C:3]=1[O:4][C:5]1[CH:10]=[CH:9][C:8]([CH2:11][NH:12][S:38]([C:33]2[CH:34]=[CH:35][CH:36]=[CH:37][C:32]=2[O:31][CH3:30])(=[O:40])=[O:39])=[CH:7][C:6]=1[C:13]1[C:21]2[C:16](=[C:17]([O:22][CH3:23])[N:18]=[CH:19][CH:20]=2)[N:15]([CH3:24])[CH:14]=1. (4) Given the reactants [NH:1]1[C:9]2[C:4](=[CH:5][CH:6]=[CH:7][CH:8]=2)[CH:3]=[C:2]1[CH2:10][OH:11].C(=O)([O-])[O-].[Cs+].[Cs+].[CH3:18][S:19]([CH:22]=[CH2:23])(=[O:21])=[O:20], predict the reaction product. The product is: [CH3:18][S:19]([CH2:22][CH2:23][N:1]1[C:9]2[C:4](=[CH:5][CH:6]=[CH:7][CH:8]=2)[CH:3]=[C:2]1[CH2:10][OH:11])(=[O:21])=[O:20]. (5) Given the reactants [CH3:1][O:2][C:3]1[CH:11]=[CH:10][CH:9]=[C:8]2[C:4]=1[CH:5]=[C:6]([C:12]([OH:14])=O)[NH:7]2.Cl.Cl.Cl.[N:18]1([CH2:25][CH2:26][N:27]2[CH2:32][CH2:31][CH:30]([NH2:33])[CH2:29][CH2:28]2)[CH2:24][CH2:23][CH2:22][CH2:21][CH2:20][CH2:19]1.CCN(C(C)C)C(C)C.CN(C(ON1N=NC2C=CC=CC1=2)=[N+](C)C)C.[B-](F)(F)(F)F, predict the reaction product. The product is: [N:18]1([CH2:25][CH2:26][N:27]2[CH2:28][CH2:29][CH:30]([NH:33][C:12]([C:6]3[NH:7][C:8]4[C:4]([CH:5]=3)=[C:3]([O:2][CH3:1])[CH:11]=[CH:10][CH:9]=4)=[O:14])[CH2:31][CH2:32]2)[CH2:24][CH2:23][CH2:22][CH2:21][CH2:20][CH2:19]1. (6) Given the reactants [Cl:1][C:2]1[C:7]([C:8]([O:10]CC2C=CC=CC=2)=[O:9])=[C:6]([F:18])[C:5]([N:19](S(CCC)(=O)=O)[S:20]([CH2:23][CH2:24][CH3:25])(=[O:22])=[O:21])=[CH:4][CH:3]=1.Cl, predict the reaction product. The product is: [Cl:1][C:2]1[C:7]([C:8]([OH:10])=[O:9])=[C:6]([F:18])[C:5]([NH:19][S:20]([CH2:23][CH2:24][CH3:25])(=[O:21])=[O:22])=[CH:4][CH:3]=1. (7) Given the reactants [CH:1]1([CH2:4][O:5][C:6]2([C:30]3[CH:35]=[CH:34][CH:33]=[CH:32][C:31]=3[CH3:36])[CH2:9][N:8]([C:10](=[O:29])[C@H:11]([NH:21]C(=O)OC(C)(C)C)[CH2:12][C:13]3[CH:18]=[CH:17][C:16]([O:19][CH3:20])=[CH:15][CH:14]=3)[CH2:7]2)[CH2:3][CH2:2]1.[ClH:37], predict the reaction product. The product is: [ClH:37].[NH2:21][C@H:11]([CH2:12][C:13]1[CH:18]=[CH:17][C:16]([O:19][CH3:20])=[CH:15][CH:14]=1)[C:10]([N:8]1[CH2:7][C:6]([O:5][CH2:4][CH:1]2[CH2:2][CH2:3]2)([C:30]2[CH:35]=[CH:34][CH:33]=[CH:32][C:31]=2[CH3:36])[CH2:9]1)=[O:29]. (8) Given the reactants COC([C:5]1[CH:6]([C:20]2[CH:25]=[CH:24][CH:23]=[CH:22][CH:21]=2)[N:7]([S:10]([C:13]2[CH:18]=[CH:17][C:16]([CH3:19])=[CH:15][CH:14]=2)(=[O:12])=[O:11])[CH2:8][CH:9]=1)=O.[I-].C[S+](C)(C)=[O:29].[H-].[Na+].O.[CH2:35]1[CH2:39][O:38][CH2:37][CH2:36]1, predict the reaction product. The product is: [CH2:39]([O:38][C:37]([C:36]12[CH2:5][CH:9]1[CH2:8][N:7]([S:10]([C:13]1[CH:18]=[CH:17][C:16]([CH3:19])=[CH:15][CH:14]=1)(=[O:12])=[O:11])[CH:6]2[C:20]1[CH:21]=[CH:22][CH:23]=[CH:24][CH:25]=1)=[O:29])[CH3:35]. (9) Given the reactants [OH:1][C:2]1[C:11]2[C:10](=[O:12])[O:9][C:8]([CH3:14])([CH3:13])[O:7][C:6]=2[CH:5]=[C:4]([O:15][CH3:16])[CH:3]=1.C(=O)([O-])[O-].[K+].[K+].[CH2:23](Br)[C:24]1[CH:29]=[CH:28][CH:27]=[CH:26][CH:25]=1, predict the reaction product. The product is: [CH2:23]([O:1][C:2]1[C:11]2[C:10](=[O:12])[O:9][C:8]([CH3:13])([CH3:14])[O:7][C:6]=2[CH:5]=[C:4]([O:15][CH3:16])[CH:3]=1)[C:24]1[CH:29]=[CH:28][CH:27]=[CH:26][CH:25]=1. (10) Given the reactants [Mg].Br[C:3]1[CH:8]=[CH:7][CH:6]=[C:5]([F:9])[CH:4]=1.BrCCBr.[Si:14]([O:21][CH2:22][C:23](N(OC)C)=[O:24])([C:17]([CH3:20])([CH3:19])[CH3:18])([CH3:16])[CH3:15], predict the reaction product. The product is: [Si:14]([O:21][CH2:22][C:23]([C:3]1[CH:8]=[CH:7][CH:6]=[C:5]([F:9])[CH:4]=1)=[O:24])([C:17]([CH3:20])([CH3:19])[CH3:18])([CH3:16])[CH3:15].